This data is from Full USPTO retrosynthesis dataset with 1.9M reactions from patents (1976-2016). The task is: Predict the reactants needed to synthesize the given product. (1) Given the product [CH3:7][C:4]1[N:3]([C:8]2[CH:12]=[CH:11][N:10]([C:17]3[CH:18]=[CH:19][C:14]([F:13])=[CH:15][CH:16]=3)[N:9]=2)[C:2]([CH3:1])=[CH:6][CH:5]=1, predict the reactants needed to synthesize it. The reactants are: [CH3:1][C:2]1[N:3]([C:8]2[CH:12]=[CH:11][NH:10][N:9]=2)[C:4]([CH3:7])=[CH:5][CH:6]=1.[F:13][C:14]1[CH:19]=[CH:18][C:17](B(O)O)=[CH:16][CH:15]=1.N1C=CC=CC=1. (2) Given the product [Cl:31][C:32]1[CH:37]=[CH:36][N:35]=[C:34]([C:38]([CH:40]2[CH2:42][CH2:41]2)=[CH:2][O:3][CH3:4])[C:33]=1[O:43][CH3:44], predict the reactants needed to synthesize it. The reactants are: [Cl-].[CH3:2][O:3][CH2:4][P+](C1C=CC=CC=1)(C1C=CC=CC=1)C1C=CC=CC=1.C1([Li])C=CC=CC=1.[Cl:31][C:32]1[CH:37]=[CH:36][N:35]=[C:34]([C:38]([CH:40]2[CH2:42][CH2:41]2)=O)[C:33]=1[O:43][CH3:44]. (3) Given the product [C:1]([O:5][C:6]([N:8]1[CH2:13][CH2:12][N:11]([C:15]2[CH:20]=[CH:19][C:18]([C:21]([F:23])([F:24])[F:22])=[C:17]([F:25])[CH:16]=2)[CH2:10][CH2:9]1)=[O:7])([CH3:4])([CH3:2])[CH3:3], predict the reactants needed to synthesize it. The reactants are: [C:1]([O:5][C:6]([N:8]1[CH2:13][CH2:12][NH:11][CH2:10][CH2:9]1)=[O:7])([CH3:4])([CH3:3])[CH3:2].Br[C:15]1[CH:20]=[CH:19][C:18]([C:21]([F:24])([F:23])[F:22])=[C:17]([F:25])[CH:16]=1.[Cl-].C(C1C=CC=C(CCC)C=1[N+]1C=CN(C2C(CCC)=CC=CC=2CCC)C=1)CC.CCCC[O-].[Na+]. (4) Given the product [CH3:1][C:2]1[C:6]([C:7]2[C:16]3[C:11](=[CH:12][CH:13]=[CH:14][CH:15]=3)[CH:10]=[CH:9][CH:8]=2)=[CH:5][S:18][N:3]=1, predict the reactants needed to synthesize it. The reactants are: [CH3:1][C:2]1[C:6]([C:7]2[C:16]3[C:11](=[CH:12][CH:13]=[CH:14][CH:15]=3)[CH:10]=[CH:9][CH:8]=2)=[CH:5]O[N:3]=1.P12(SP3(SP(SP(S3)(S1)=S)(=S)S2)=S)=[S:18].C1(Cl)C(=O)C(Cl)=C(Cl)C(=O)C=1Cl.